Dataset: Peptide-MHC class I binding affinity with 185,985 pairs from IEDB/IMGT. Task: Regression. Given a peptide amino acid sequence and an MHC pseudo amino acid sequence, predict their binding affinity value. This is MHC class I binding data. (1) The peptide sequence is ELILDRGYY. The MHC is HLA-A26:01 with pseudo-sequence HLA-A26:01. The binding affinity (normalized) is 0.505. (2) The peptide sequence is NFWLNTLLF. The MHC is HLA-A69:01 with pseudo-sequence HLA-A69:01. The binding affinity (normalized) is 0.0847. (3) The peptide sequence is TPEGIIPTL. The MHC is HLA-B07:02 with pseudo-sequence HLA-B07:02. The binding affinity (normalized) is 0.156. (4) The peptide sequence is YKDANISMY. The MHC is HLA-A26:01 with pseudo-sequence HLA-A26:01. The binding affinity (normalized) is 0.0847. (5) The MHC is HLA-A02:02 with pseudo-sequence HLA-A02:02. The peptide sequence is ALLLGVFVTL. The binding affinity (normalized) is 0.544. (6) The peptide sequence is TTSDFFVNY. The MHC is HLA-A31:01 with pseudo-sequence HLA-A31:01. The binding affinity (normalized) is 0.0847.